From a dataset of Full USPTO retrosynthesis dataset with 1.9M reactions from patents (1976-2016). Predict the reactants needed to synthesize the given product. (1) The reactants are: [C:1]([C:3]1[CH:47]=[CH:46][C:6]([CH2:7][C@H:8]2[N:13]([C:14]([C:16]3[N:17]=[CH:18][N:19]([C:27]4[CH:32]=[CH:31][CH:30]=[C:29]([N:33]5[CH2:38][CH2:37][O:36][CH2:35][CH2:34]5)[CH:28]=4)[C:20]=3[C:21]3[CH:26]=[CH:25][CH:24]=[CH:23][CH:22]=3)=[O:15])[CH2:12][CH2:11][N:10]([C:39]([O:41][C:42]([CH3:45])([CH3:44])[CH3:43])=[O:40])[CH2:9]2)=[CH:5][CH:4]=1)#[N:2].Cl.[NH2:49]O.[C:51](=[O:54])(O)[O-:52].[Na+].O. Given the product [O:36]1[CH2:35][CH2:34][N:33]([C:29]2[CH:28]=[C:27]([N:19]3[C:20]([C:21]4[CH:22]=[CH:23][CH:24]=[CH:25][CH:26]=4)=[C:16]([C:14]([N:13]4[CH2:12][CH2:11][N:10]([C:39]([O:41][C:42]([CH3:43])([CH3:44])[CH3:45])=[O:40])[CH2:9][C@H:8]4[CH2:7][C:6]4[CH:46]=[CH:47][C:3]([C:1]5[NH:49][C:51](=[O:54])[O:52][N:2]=5)=[CH:4][CH:5]=4)=[O:15])[N:17]=[CH:18]3)[CH:32]=[CH:31][CH:30]=2)[CH2:38][CH2:37]1, predict the reactants needed to synthesize it. (2) Given the product [Cl:42][C:43]1[C:44]([C:53]([F:55])([F:54])[F:56])=[N:45][N:46]([CH2:49][C:50]([N:37]2[CH2:36][CH2:35][N:34]([C:31]3[CH:32]=[CH:33][C:28]([O:27][C:26]([F:25])([F:40])[F:41])=[CH:29][CH:30]=3)[CH2:39][CH2:38]2)=[O:51])[C:47]=1[CH3:48], predict the reactants needed to synthesize it. The reactants are: CN(C(ON1N=NC2C=CC=NC1=2)=[N+](C)C)C.F[P-](F)(F)(F)(F)F.[F:25][C:26]([F:41])([F:40])[O:27][C:28]1[CH:33]=[CH:32][C:31]([N:34]2[CH2:39][CH2:38][NH:37][CH2:36][CH2:35]2)=[CH:30][CH:29]=1.[Cl:42][C:43]1[C:44]([C:53]([F:56])([F:55])[F:54])=[N:45][N:46]([CH2:49][C:50](O)=[O:51])[C:47]=1[CH3:48]. (3) Given the product [NH2:38][C:34]1[CH:33]=[C:32]([CH:31]([NH:41][C:42](=[O:48])[O:43][C:44]([CH3:46])([CH3:45])[CH3:47])[CH2:30][N:7]2[C:8](=[O:29])[C:9]3[C:13]4([O:12][CH2:11][C:10]=3[N:5]([CH2:4][C:3]3[C:50]([C:54]([F:57])([F:56])[F:55])=[CH:51][CH:52]=[CH:53][C:2]=3[F:1])[C:6]2=[O:49])[CH2:18][CH2:17][N:16]([CH2:19][C:20]2[O:21][C:22]([C:25]([F:26])([F:27])[F:28])=[CH:23][CH:24]=2)[CH2:15][CH2:14]4)[CH:37]=[CH:36][CH:35]=1, predict the reactants needed to synthesize it. The reactants are: [F:1][C:2]1[CH:53]=[CH:52][CH:51]=[C:50]([C:54]([F:57])([F:56])[F:55])[C:3]=1[CH2:4][N:5]1[C:10]2[CH2:11][O:12][C:13]3([CH2:18][CH2:17][N:16]([CH2:19][C:20]4[O:21][C:22]([C:25]([F:28])([F:27])[F:26])=[CH:23][CH:24]=4)[CH2:15][CH2:14]3)[C:9]=2[C:8](=[O:29])[N:7]([CH2:30][CH:31]([NH:41][C:42](=[O:48])[O:43][C:44]([CH3:47])([CH3:46])[CH3:45])[C:32]2[CH:37]=[CH:36][CH:35]=[C:34]([N+:38]([O-])=O)[CH:33]=2)[C:6]1=[O:49].[H][H]. (4) Given the product [C:1]([C:3]1[C:4]([F:14])=[CH:5][C:6]([O:12][CH3:13])=[C:7]([CH:11]=1)[C:8]([NH:38][CH2:37][C:36]1[CH:39]=[CH:40][CH:41]=[C:34]([N+:31]([O-:33])=[O:32])[CH:35]=1)=[O:10])#[N:2], predict the reactants needed to synthesize it. The reactants are: [C:1]([C:3]1[C:4]([F:14])=[CH:5][C:6]([O:12][CH3:13])=[C:7]([CH:11]=1)[C:8]([OH:10])=O)#[N:2].C(Cl)(=O)C(Cl)=O.C(N(C(C)C)CC)(C)C.Cl.[N+:31]([C:34]1[CH:35]=[C:36]([CH:39]=[CH:40][CH:41]=1)[CH2:37][NH2:38])([O-:33])=[O:32]. (5) Given the product [C:11]1([CH3:20])[CH:16]=[CH:15][C:14]([S:17](=[O:19])([S:5][CH2:1][CH2:2][CH2:3][CH3:4])=[O:18])=[CH:13][CH:12]=1, predict the reactants needed to synthesize it. The reactants are: [CH2:1]([S:5][S:5][CH2:1][CH2:2][CH2:3][CH3:4])[CH2:2][CH2:3][CH3:4].[C:11]1([CH3:20])[CH:16]=[CH:15][C:14]([S:17]([O-:19])=[O:18])=[CH:13][CH:12]=1.[Na+].II. (6) Given the product [NH2:1][C:2]1[CH:3]=[CH:4][C:5]([OH:11])=[C:6]([CH:10]=1)[C:7]([O:9][CH3:17])=[O:8], predict the reactants needed to synthesize it. The reactants are: [NH2:1][C:2]1[CH:10]=[C:6]([C:7]([OH:9])=[O:8])[C:5]([OH:11])=[CH:4][CH:3]=1.S(=O)(=O)(O)O.[C:17](=O)(O)[O-].[Na+]. (7) Given the product [OH:19][C:16]1[CH:17]=[CH:18][C:13](/[C:12](/[C:20]2[CH:29]=[CH:28][CH:27]=[C:26]3[C:21]=2[CH:22]=[CH:23][C:24]([OH:30])=[CH:25]3)=[C:11](\[C:8]2[CH:9]=[CH:10][C:5]([O:4][CH2:3][CH2:2][N:32]3[CH2:36][CH2:35][CH2:34][CH2:33]3)=[CH:6][CH:7]=2)/[CH3:31])=[CH:14][CH:15]=1, predict the reactants needed to synthesize it. The reactants are: Cl[CH2:2][CH2:3][O:4][C:5]1[CH:10]=[CH:9][C:8](/[C:11](/[CH3:31])=[C:12](/[C:20]2[CH:29]=[CH:28][CH:27]=[C:26]3[C:21]=2[CH:22]=[CH:23][C:24]([OH:30])=[CH:25]3)\[C:13]2[CH:18]=[CH:17][C:16]([OH:19])=[CH:15][CH:14]=2)=[CH:7][CH:6]=1.[NH:32]1[CH2:36][CH2:35][CH2:34][CH2:33]1. (8) Given the product [CH3:23][S:24]([C:2]1[CH:3]=[C:4]([C:12]2[S:16][C:15]([NH:17][C:18](=[O:20])[CH3:19])=[N:14][C:13]=2[CH3:21])[CH:5]=[CH:6][C:7]=1[S:8]([CH3:11])(=[O:10])=[O:9])(=[O:26])=[O:25], predict the reactants needed to synthesize it. The reactants are: F[C:2]1[CH:3]=[C:4]([C:12]2[S:16][C:15]([NH:17][C:18](=[O:20])[CH3:19])=[N:14][C:13]=2[CH3:21])[CH:5]=[CH:6][C:7]=1[S:8]([CH3:11])(=[O:10])=[O:9].[Na+].[CH3:23][S:24]([O-:26])=[O:25].FC1C=C(C=CC=1S(C)(=O)=O)C=O.